This data is from Full USPTO retrosynthesis dataset with 1.9M reactions from patents (1976-2016). The task is: Predict the reactants needed to synthesize the given product. (1) Given the product [CH3:28][C:24]1[C:23]([C:21]([NH:20][C:16]2[CH:15]=[C:14]([CH:19]=[CH:18][CH:17]=2)[C:12]([C:8]2[CH:7]=[C:6]3[C:11]([C:3](=[CH:2][NH:30][C:31]4[CH:32]=[CH:33][C:34]([CH2:37][CH2:38][C:39]([OH:41])=[O:40])=[CH:35][CH:36]=4)[C:4](=[O:29])[NH:5]3)=[CH:10][CH:9]=2)=[O:13])=[O:22])=[CH:27][O:26][N:25]=1, predict the reactants needed to synthesize it. The reactants are: O[CH:2]=[C:3]1[C:11]2[C:6](=[CH:7][C:8]([C:12]([C:14]3[CH:15]=[C:16]([NH:20][C:21]([C:23]4[C:24]([CH3:28])=[N:25][O:26][CH:27]=4)=[O:22])[CH:17]=[CH:18][CH:19]=3)=[O:13])=[CH:9][CH:10]=2)[NH:5][C:4]1=[O:29].[NH2:30][C:31]1[CH:36]=[CH:35][C:34]([CH2:37][CH2:38][C:39]([OH:41])=[O:40])=[CH:33][CH:32]=1. (2) Given the product [NH2:31][C:29]1[S:30][C:9]([C:10]([C:12]2[CH:17]=[CH:16][C:15]([F:18])=[CH:14][CH:13]=2)=[O:11])=[C:8]([C:5]2[CH:6]=[CH:7][C:2]([F:1])=[CH:3][CH:4]=2)[N:28]=1, predict the reactants needed to synthesize it. The reactants are: [F:1][C:2]1[CH:7]=[CH:6][C:5]([C:8](=O)[CH2:9][C:10]([C:12]2[CH:17]=[CH:16][C:15]([F:18])=[CH:14][CH:13]=2)=[O:11])=[CH:4][CH:3]=1.C1C(=O)N(Br)C(=O)C1.[NH2:28][C:29]([NH2:31])=[S:30]. (3) Given the product [NH:10]1[C:11]2[C:16](=[CH:15][CH:14]=[CH:13][CH:12]=2)[C:8]([CH2:7][CH2:6][N:1]2[CH:21]=[C:20]([C:19]([O:18][CH3:17])=[O:22])[N:3]=[N:2]2)=[CH:9]1, predict the reactants needed to synthesize it. The reactants are: [N-:1]=[N+:2]=[N-:3].[Na+].Br[CH2:6][CH2:7][C:8]1[C:16]2[C:11](=[CH:12][CH:13]=[CH:14][CH:15]=2)[NH:10][CH:9]=1.[CH3:17][O:18][C:19](=[O:22])[C:20]#[CH:21]. (4) Given the product [CH3:1][C:2]1([CH3:47])[C:14]2[CH:13]=[C:12]([C:15]3[C:16]4[C:21]([C:22]([C:31]5[CH:43]=[CH:42][C:41]6[C:40]7[C:35](=[CH:36][CH:37]=[CH:38][CH:39]=7)[C:34]([CH3:45])([CH3:44])[C:33]=6[CH:32]=5)=[C:23]5[C:28]=3[CH:27]=[C:26]([Br:29])[CH:25]=[CH:24]5)=[CH:20][CH:19]=[CH:18][CH:17]=4)[CH:11]=[CH:10][C:9]=2[C:8]2[C:3]1=[CH:4][CH:5]=[CH:6][CH:7]=2, predict the reactants needed to synthesize it. The reactants are: [CH3:1][C:2]1([CH3:47])[C:14]2[CH:13]=[C:12]([C:15]3(O)[C:28]4[CH:27]=[C:26]([Br:29])[CH:25]=[CH:24][C:23]=4[C:22]([C:31]4[CH:43]=[CH:42][C:41]5[C:40]6[C:35](=[CH:36][CH:37]=[CH:38][CH:39]=6)[C:34]([CH3:45])([CH3:44])[C:33]=5[CH:32]=4)(O)[C:21]4[C:16]3=[CH:17][CH:18]=[CH:19][CH:20]=4)[CH:11]=[CH:10][C:9]=2[C:8]2[C:3]1=[CH:4][CH:5]=[CH:6][CH:7]=2.O.[PH2](=O)[O-].[Na+].[I-].[K+].[PH2](=O)O.